Dataset: Full USPTO retrosynthesis dataset with 1.9M reactions from patents (1976-2016). Task: Predict the reactants needed to synthesize the given product. The reactants are: [N:1]1[CH:6]=[C:5]([NH:7][C:8]2[C:9]([C:19]([OH:21])=O)=[N:10][C:11]([N:14]3[CH2:18][CH2:17][CH2:16][CH2:15]3)=[CH:12][N:13]=2)[CH:4]=[N:3][CH:2]=1.[CH3:22][NH:23][C:24]([C:26]1[N:27]([CH3:32])[N:28]=[CH:29][C:30]=1[NH2:31])=[O:25]. Given the product [CH3:32][N:27]1[C:26]([C:24](=[O:25])[NH:23][CH3:22])=[C:30]([NH:31][C:19]([C:9]2[C:8]([NH:7][C:5]3[CH:4]=[N:3][CH:2]=[N:1][CH:6]=3)=[N:13][CH:12]=[C:11]([N:14]3[CH2:15][CH2:16][CH2:17][CH2:18]3)[N:10]=2)=[O:21])[CH:29]=[N:28]1, predict the reactants needed to synthesize it.